From a dataset of Full USPTO retrosynthesis dataset with 1.9M reactions from patents (1976-2016). Predict the reactants needed to synthesize the given product. (1) Given the product [CH2:2]([N:9]1[CH2:14][CH2:13][CH:12]=[C:11]([CH3:15])[CH:10]1[CH2:16][NH:17][C:18](=[O:19])[O:20][C:21]([CH3:24])([CH3:23])[CH3:22])[C:3]1[CH:8]=[CH:7][CH:6]=[CH:5][CH:4]=1, predict the reactants needed to synthesize it. The reactants are: [Br-].[CH2:2]([N+:9]1[CH:14]=[CH:13][CH:12]=[C:11]([CH3:15])[C:10]=1[CH2:16][NH:17][C:18]([O:20][C:21]([CH3:24])([CH3:23])[CH3:22])=[O:19])[C:3]1[CH:8]=[CH:7][CH:6]=[CH:5][CH:4]=1.[BH4-].[Na+]. (2) Given the product [S:28]1[CH:29]=[CH:30][N:31]=[C:27]1[NH:26][S:23]([C:19]1[CH:18]=[C:17]2[C:22](=[CH:21][CH:20]=1)[C:13]([C:4]1[CH:5]=[CH:6][C:7]([C:9]([F:11])([F:12])[F:10])=[CH:8][C:3]=1[C:1](=[NH:2])[O:44][CH3:43])=[N:14][CH:15]=[CH:16]2)(=[O:25])=[O:24], predict the reactants needed to synthesize it. The reactants are: [C:1]([C:3]1[CH:8]=[C:7]([C:9]([F:12])([F:11])[F:10])[CH:6]=[CH:5][C:4]=1[C:13]1[C:22]2[C:17](=[CH:18][C:19]([S:23]([N:26](CC3C=CC(OC)=CC=3OC)[C:27]3[S:28][CH:29]=[CH:30][N:31]=3)(=[O:25])=[O:24])=[CH:20][CH:21]=2)[CH:16]=[CH:15][N:14]=1)#[N:2].[C:43](O)(C(F)(F)F)=[O:44]. (3) Given the product [Cl:1][C:2]1[CH:8]=[C:7]2[C:5](=[CH:4][C:3]=1[OH:9])[O:6][CH:28]=[C:18]([C:14]1[CH:15]=[CH:16][CH:17]=[C:12]([O:11][CH3:10])[CH:13]=1)[C:19]2=[O:21], predict the reactants needed to synthesize it. The reactants are: [Cl:1][C:2]1[CH:8]=[CH:7][C:5]([OH:6])=[CH:4][C:3]=1[OH:9].[CH3:10][O:11][C:12]1[CH:13]=[C:14]([CH2:18][C:19]([OH:21])=O)[CH:15]=[CH:16][CH:17]=1.P(Cl)(Cl)(Cl)(Cl)Cl.[CH3:28]N(C=O)C. (4) Given the product [F:21][C:17]1[CH:16]=[C:15]2[C:20]([C:11]([N:10]3[C:5]4[C:6](=[N:7][C:2]([C:50]#[N:51])=[C:3]([N:31]5[CH2:32][CH2:33][O:34][CH2:35][CH2:36]5)[CH:4]=4)[C:8]([CH3:29])([CH3:30])[CH2:9]3)=[C:12]([CH3:28])[C:13]([C:22]3[CH:27]=[CH:26][CH:25]=[CH:24][N:23]=3)=[N:14]2)=[CH:19][CH:18]=1, predict the reactants needed to synthesize it. The reactants are: Br[C:2]1[N:7]=[C:6]2[C:8]([CH3:30])([CH3:29])[CH2:9][N:10]([C:11]3[C:20]4[C:15](=[CH:16][C:17]([F:21])=[CH:18][CH:19]=4)[N:14]=[C:13]([C:22]4[CH:27]=[CH:26][CH:25]=[CH:24][N:23]=4)[C:12]=3[CH3:28])[C:5]2=[CH:4][C:3]=1[N:31]1[CH2:36][CH2:35][O:34][CH2:33][CH2:32]1.C([Sn]([C:50]#[N:51])(CCCC)CCCC)CCC. (5) Given the product [Br:1][C:2]1[C:3]([C:9]([O:11][CH3:12])=[O:10])=[N:4][C:5]([Cl:8])=[CH:6][C:7]=1[Cl:23], predict the reactants needed to synthesize it. The reactants are: [Br:1][C:2]1[C:3]([C:9]([O:11][CH3:12])=[O:10])=[N:4][C:5]([Cl:8])=[CH:6][CH:7]=1.OO.C([O-])([O-])=O.[K+].[K+].O=P(Cl)(Cl)[Cl:23]. (6) Given the product [F:23][C:21]1[CH:20]=[C:4]([CH:3]=[C:2]([F:1])[CH:22]=1)[C:5]([O:7][C:8]12[CH2:14][C:11]([CH2:15][CH2:16][C:17](=[O:18])[CH:34]=[N+:35]=[N-:36])([CH2:12][CH2:13]1)[CH2:10][CH2:9]2)=[O:6], predict the reactants needed to synthesize it. The reactants are: [F:1][C:2]1[CH:3]=[C:4]([CH:20]=[C:21]([F:23])[CH:22]=1)[C:5]([O:7][C:8]12[CH2:14][C:11]([CH2:15][CH2:16][C:17](O)=[O:18])([CH2:12][CH2:13]1)[CH2:10][CH2:9]2)=[O:6].C(Cl)(=O)C(Cl)=O.C[Si]([CH:34]=[N+:35]=[N-:36])(C)C. (7) Given the product [N:35]1([CH:41]2[CH2:46][CH2:45][N:44]([C:47]3[CH:53]=[CH:52][C:50]([NH:51][C:2]4[N:7]=[C:6]([C:8]5[N:12]6[CH:13]=[CH:14][CH:15]=[C:16]([F:17])[C:11]6=[N:10][C:9]=5[C:18]5[CH:19]=[C:20]([CH:32]=[CH:33][CH:34]=5)[C:21]([NH:23][C:24]5[C:29]([F:30])=[CH:28][CH:27]=[CH:26][C:25]=5[F:31])=[O:22])[CH:5]=[CH:4][N:3]=4)=[C:49]([O:54][CH3:55])[CH:48]=3)[CH2:43][CH2:42]2)[CH2:40][CH2:39][CH2:38][CH2:37][CH2:36]1, predict the reactants needed to synthesize it. The reactants are: Cl[C:2]1[N:7]=[C:6]([C:8]2[N:12]3[CH:13]=[CH:14][CH:15]=[C:16]([F:17])[C:11]3=[N:10][C:9]=2[C:18]2[CH:19]=[C:20]([CH:32]=[CH:33][CH:34]=2)[C:21]([NH:23][C:24]2[C:29]([F:30])=[CH:28][CH:27]=[CH:26][C:25]=2[F:31])=[O:22])[CH:5]=[CH:4][N:3]=1.[N:35]1([CH:41]2[CH2:46][CH2:45][N:44]([C:47]3[CH:53]=[CH:52][C:50]([NH2:51])=[C:49]([O:54][CH3:55])[CH:48]=3)[CH2:43][CH2:42]2)[CH2:40][CH2:39][CH2:38][CH2:37][CH2:36]1.O.C1(C)C=CC(S(O)(=O)=O)=CC=1.C[O-].[Na+]. (8) Given the product [CH3:8][C:6]1[CH:7]=[C:2]([O:1][CH2:45][C@@H:46]2[CH2:50][CH2:49][O:48][CH2:47]2)[CH:3]=[C:4]([CH3:33])[C:5]=1[C:9]1[CH:14]=[CH:13][CH:12]=[C:11]([CH2:15][O:16][C:17]2[CH:22]=[CH:21][C:20]([C:23]3([CH2:27][C:28]([O:30][CH2:31][CH3:32])=[O:29])[CH2:24][O:25][CH2:26]3)=[CH:19][CH:18]=2)[CH:10]=1, predict the reactants needed to synthesize it. The reactants are: [OH:1][C:2]1[CH:7]=[C:6]([CH3:8])[C:5]([C:9]2[CH:14]=[CH:13][CH:12]=[C:11]([CH2:15][O:16][C:17]3[CH:22]=[CH:21][C:20]([C:23]4([CH2:27][C:28]([O:30][CH2:31][CH3:32])=[O:29])[CH2:26][O:25][CH2:24]4)=[CH:19][CH:18]=3)[CH:10]=2)=[C:4]([CH3:33])[CH:3]=1.CC1C=CC(S(O[CH2:45][C@@H:46]2[CH2:50][CH2:49][O:48][CH2:47]2)(=O)=O)=CC=1.C(=O)([O-])[O-].[Cs+].[Cs+]. (9) Given the product [C:1](=[O:17])([O:15][CH3:16])[O:2][C:3]1[CH:8]=[C:7]([NH2:9])[C:6]([F:12])=[CH:5][C:4]=1[CH2:13][CH3:14], predict the reactants needed to synthesize it. The reactants are: [C:1](=[O:17])([O:15][CH3:16])[O:2][C:3]1[CH:8]=[C:7]([N+:9]([O-])=O)[C:6]([F:12])=[CH:5][C:4]=1[CH2:13][CH3:14]. (10) Given the product [CH2:16]([NH-:15])[CH2:17][CH2:18][CH2:19][CH2:20][CH2:21][CH2:22][CH3:23].[CH2:1]([NH-:7])[CH2:2][CH2:3][CH2:4][CH2:5][CH2:6][CH2:33][CH2:28][CH2:29][CH3:30].[CH2:31]([NH-:34])[CH2:30][CH2:29][CH2:28][CH2:33][CH2:45][CH2:39][CH2:40][CH2:41][CH2:42][CH2:43][CH3:44].[CH2:31]([NH-:32])[CH2:30][CH2:29][CH2:28][CH2:20][CH2:21][CH2:22][CH2:23][CH2:24][CH2:19][CH2:18][CH2:17][CH2:16][CH3:25], predict the reactants needed to synthesize it. The reactants are: [CH2:1]([NH2:7])[CH2:2][CH2:3][CH2:4][CH2:5][CH3:6].CC(OC([NH:15][C@H:16]([C:25](O)=O)[CH2:17][CH2:18][C:19]1[CH:24]=[CH:23][CH:22]=[CH:21][CH:20]=1)=O)(C)C.[CH:28]1[CH:33]=[N:32][C:31]2[N:34](O)N=N[C:30]=2[CH:29]=1.N1[C:43]([CH3:44])=[CH:42][CH:41]=[CH:40][C:39]=1[CH3:45].CCN=C=NCCCN(C)C.Cl.